From a dataset of Peptide-MHC class II binding affinity with 134,281 pairs from IEDB. Regression. Given a peptide amino acid sequence and an MHC pseudo amino acid sequence, predict their binding affinity value. This is MHC class II binding data. (1) The peptide sequence is YDKFLANVGTVLTGK. The MHC is DRB3_0202 with pseudo-sequence DRB3_0202. The binding affinity (normalized) is 0.972. (2) The binding affinity (normalized) is 0.252. The MHC is DRB1_1602 with pseudo-sequence DRB1_1602. The peptide sequence is ASIIRLVGAVLAEQH. (3) The peptide sequence is SVRIRVRSGGHDYEG. The MHC is DRB1_1201 with pseudo-sequence DRB1_1201. The binding affinity (normalized) is 0.444.